This data is from Full USPTO retrosynthesis dataset with 1.9M reactions from patents (1976-2016). The task is: Predict the reactants needed to synthesize the given product. (1) Given the product [Br:1][C:2]1[CH:3]=[C:4]([CH:25]=[CH:26][C:27]=1[CH2:28][CH3:29])[NH:5][C:6]1[C:15]2[C:10](=[CH:11][CH:12]=[CH:13][CH:14]=2)[C:9]([CH2:16][C:17]2[CH:22]=[CH:21][N:20]=[C:19]([OH:23])[CH:18]=2)=[N:8][N:7]=1, predict the reactants needed to synthesize it. The reactants are: [Br:1][C:2]1[CH:3]=[C:4]([CH:25]=[CH:26][C:27]=1[CH2:28][CH3:29])[NH:5][C:6]1[C:15]2[C:10](=[CH:11][CH:12]=[CH:13][CH:14]=2)[C:9]([CH2:16][C:17]2[CH:22]=[CH:21][N:20]=[C:19]([O:23]C)[CH:18]=2)=[N:8][N:7]=1. (2) Given the product [CH:1]([C:4]1[CH:10]=[CH:9][C:8]([CH3:24])=[CH:7][C:5]=1[OH:27])([CH3:3])[CH3:2], predict the reactants needed to synthesize it. The reactants are: [CH:1]([C:4]1[CH:10]=[CH:9][C:8]([N+]([O-])=O)=[CH:7][C:5]=1N)([CH3:3])[CH3:2].OS(O)(=O)=O.N([O-])=O.[Na+].N[C:24](N)=O.[OH2:27]. (3) Given the product [OH2:13].[Na+:1].[C:2]([C:6]1[CH:7]=[CH:8][C:9]([CH2:10][N:11]([CH2:21][C:22]2[CH:23]=[C:24]([CH:30]=[CH:31][CH:32]=2)[O:25][CH2:26][C:27]([O-:29])=[O:28])[S:12]([C:15]2[CH:16]=[N:17][CH:18]=[CH:19][CH:20]=2)(=[O:13])=[O:14])=[CH:33][CH:34]=1)([CH3:5])([CH3:3])[CH3:4], predict the reactants needed to synthesize it. The reactants are: [Na+:1].[C:2]([C:6]1[CH:34]=[CH:33][C:9]([CH2:10][N:11]([CH2:21][C:22]2[CH:23]=[C:24]([CH:30]=[CH:31][CH:32]=2)[O:25][CH2:26][C:27]([O-:29])=[O:28])[S:12]([C:15]2[CH:16]=[N:17][CH:18]=[CH:19][CH:20]=2)(=[O:14])=[O:13])=[CH:8][CH:7]=1)([CH3:5])([CH3:4])[CH3:3]. (4) Given the product [C:1]12([NH:6][C:7]([C:9]3[CH:10]=[C:11]([C:16]4[C:17]([CH2:36][C:37]([OH:39])=[O:38])=[CH:18][C:19]5[O:23][C:22]([C:24]6[CH:25]=[CH:26][C:27]([F:30])=[CH:28][CH:29]=6)=[C:21]([C:31](=[O:34])[NH:32][CH3:33])[C:20]=5[CH:35]=4)[CH:12]=[CH:13][C:14]=3[F:15])=[O:8])[CH2:4][CH:3]([CH2:2]1)[CH2:5]2, predict the reactants needed to synthesize it. The reactants are: [C:1]12([NH:6][C:7]([C:9]3[CH:10]=[C:11]([C:16]4[C:17]([CH2:36][C:37]([O:39]C)=[O:38])=[CH:18][C:19]5[O:23][C:22]([C:24]6[CH:29]=[CH:28][C:27]([F:30])=[CH:26][CH:25]=6)=[C:21]([C:31](=[O:34])[NH:32][CH3:33])[C:20]=5[CH:35]=4)[CH:12]=[CH:13][C:14]=3[F:15])=[O:8])[CH2:5][CH:3]([CH2:4]1)[CH2:2]2.[OH-].[Na+]. (5) Given the product [C:26]([O:25][C:23]([N:3]([CH2:1][CH3:2])[C@H:4]([C:8]1[CH:13]=[CH:12][CH:11]=[CH:10][CH:9]=1)[C:5]([OH:7])=[O:6])=[O:24])([CH3:29])([CH3:28])[CH3:27], predict the reactants needed to synthesize it. The reactants are: [CH2:1]([NH:3][C@H:4]([C:8]1[CH:13]=[CH:12][CH:11]=[CH:10][CH:9]=1)[C:5]([OH:7])=[O:6])[CH3:2].CCN(C(C)C)C(C)C.[C:23](O[C:23]([O:25][C:26]([CH3:29])([CH3:28])[CH3:27])=[O:24])([O:25][C:26]([CH3:29])([CH3:28])[CH3:27])=[O:24].